From a dataset of NCI-60 drug combinations with 297,098 pairs across 59 cell lines. Regression. Given two drug SMILES strings and cell line genomic features, predict the synergy score measuring deviation from expected non-interaction effect. (1) Drug 1: C1=C(C(=O)NC(=O)N1)N(CCCl)CCCl. Drug 2: C1=NC2=C(N=C(N=C2N1C3C(C(C(O3)CO)O)F)Cl)N. Cell line: RPMI-8226. Synergy scores: CSS=13.0, Synergy_ZIP=-9.13, Synergy_Bliss=-5.62, Synergy_Loewe=-10.2, Synergy_HSA=-8.29. (2) Drug 1: C1=CC(=C2C(=C1NCCNCCO)C(=O)C3=C(C=CC(=C3C2=O)O)O)NCCNCCO. Drug 2: C1=CC(=CC=C1C#N)C(C2=CC=C(C=C2)C#N)N3C=NC=N3. Cell line: PC-3. Synergy scores: CSS=23.1, Synergy_ZIP=-3.93, Synergy_Bliss=3.88, Synergy_Loewe=-9.57, Synergy_HSA=3.54. (3) Drug 1: C1=NC2=C(N=C(N=C2N1C3C(C(C(O3)CO)O)F)Cl)N. Drug 2: C1C(C(OC1N2C=NC3=C2NC=NCC3O)CO)O. Cell line: SF-295. Synergy scores: CSS=2.02, Synergy_ZIP=-1.74, Synergy_Bliss=-2.45, Synergy_Loewe=-2.07, Synergy_HSA=-2.03.